The task is: Regression. Given two drug SMILES strings and cell line genomic features, predict the synergy score measuring deviation from expected non-interaction effect.. This data is from NCI-60 drug combinations with 297,098 pairs across 59 cell lines. (1) Drug 1: C1=C(C(=O)NC(=O)N1)N(CCCl)CCCl. Drug 2: CN(C(=O)NC(C=O)C(C(C(CO)O)O)O)N=O. Cell line: MCF7. Synergy scores: CSS=14.4, Synergy_ZIP=-6.93, Synergy_Bliss=-7.10, Synergy_Loewe=-23.3, Synergy_HSA=-6.88. (2) Drug 1: CC1=CC=C(C=C1)C2=CC(=NN2C3=CC=C(C=C3)S(=O)(=O)N)C(F)(F)F. Drug 2: CC(C)CN1C=NC2=C1C3=CC=CC=C3N=C2N. Cell line: NCI/ADR-RES. Synergy scores: CSS=4.57, Synergy_ZIP=1.29, Synergy_Bliss=-5.16, Synergy_Loewe=-1.16, Synergy_HSA=-1.26. (3) Drug 1: COC1=C(C=C2C(=C1)N=CN=C2NC3=CC(=C(C=C3)F)Cl)OCCCN4CCOCC4. Drug 2: C1=CC(=CC=C1CCC2=CNC3=C2C(=O)NC(=N3)N)C(=O)NC(CCC(=O)O)C(=O)O. Cell line: SW-620. Synergy scores: CSS=32.2, Synergy_ZIP=4.70, Synergy_Bliss=3.26, Synergy_Loewe=3.50, Synergy_HSA=4.88. (4) Drug 1: CC1=C2C(C(=O)C3(C(CC4C(C3C(C(C2(C)C)(CC1OC(=O)C(C(C5=CC=CC=C5)NC(=O)OC(C)(C)C)O)O)OC(=O)C6=CC=CC=C6)(CO4)OC(=O)C)OC)C)OC. Drug 2: CCCCC(=O)OCC(=O)C1(CC(C2=C(C1)C(=C3C(=C2O)C(=O)C4=C(C3=O)C=CC=C4OC)O)OC5CC(C(C(O5)C)O)NC(=O)C(F)(F)F)O. Cell line: SF-539. Synergy scores: CSS=64.4, Synergy_ZIP=12.5, Synergy_Bliss=12.2, Synergy_Loewe=5.02, Synergy_HSA=14.0. (5) Drug 1: CCC1=CC2CC(C3=C(CN(C2)C1)C4=CC=CC=C4N3)(C5=C(C=C6C(=C5)C78CCN9C7C(C=CC9)(C(C(C8N6C)(C(=O)OC)O)OC(=O)C)CC)OC)C(=O)OC.C(C(C(=O)O)O)(C(=O)O)O. Drug 2: C1=NNC2=C1C(=O)NC=N2. Cell line: MALME-3M. Synergy scores: CSS=37.6, Synergy_ZIP=1.03, Synergy_Bliss=-0.590, Synergy_Loewe=-37.2, Synergy_HSA=-1.89. (6) Drug 1: CC(C)(C#N)C1=CC(=CC(=C1)CN2C=NC=N2)C(C)(C)C#N. Drug 2: CC(C)CN1C=NC2=C1C3=CC=CC=C3N=C2N. Cell line: HCT-15. Synergy scores: CSS=-2.30, Synergy_ZIP=-2.44, Synergy_Bliss=-12.3, Synergy_Loewe=-4.87, Synergy_HSA=-12.7. (7) Drug 1: C1CN1C2=NC(=NC(=N2)N3CC3)N4CC4. Drug 2: CC12CCC3C(C1CCC2OP(=O)(O)O)CCC4=C3C=CC(=C4)OC(=O)N(CCCl)CCCl.[Na+]. Cell line: SF-295. Synergy scores: CSS=58.4, Synergy_ZIP=-4.43, Synergy_Bliss=-3.68, Synergy_Loewe=-26.7, Synergy_HSA=-1.80.